From a dataset of NCI-60 drug combinations with 297,098 pairs across 59 cell lines. Regression. Given two drug SMILES strings and cell line genomic features, predict the synergy score measuring deviation from expected non-interaction effect. (1) Drug 1: C1CC(C1)(C2=CC=C(C=C2)C3=C(C=C4C(=N3)C=CN5C4=NNC5=O)C6=CC=CC=C6)N. Drug 2: COCCOC1=C(C=C2C(=C1)C(=NC=N2)NC3=CC=CC(=C3)C#C)OCCOC. Cell line: SK-OV-3. Synergy scores: CSS=76.8, Synergy_ZIP=9.79, Synergy_Bliss=10.0, Synergy_Loewe=14.7, Synergy_HSA=17.3. (2) Drug 1: C1=NC(=NC(=O)N1C2C(C(C(O2)CO)O)O)N. Drug 2: CCN(CC)CCNC(=O)C1=C(NC(=C1C)C=C2C3=C(C=CC(=C3)F)NC2=O)C. Cell line: LOX IMVI. Synergy scores: CSS=28.9, Synergy_ZIP=-2.03, Synergy_Bliss=-1.52, Synergy_Loewe=-3.09, Synergy_HSA=0.384. (3) Drug 1: CC1C(C(CC(O1)OC2CC(CC3=C2C(=C4C(=C3O)C(=O)C5=C(C4=O)C(=CC=C5)OC)O)(C(=O)CO)O)N)O.Cl. Drug 2: C1=NNC2=C1C(=O)NC=N2. Cell line: SK-MEL-28. Synergy scores: CSS=2.21, Synergy_ZIP=0.924, Synergy_Bliss=1.87, Synergy_Loewe=-1.70, Synergy_HSA=-0.385. (4) Drug 1: CC1OCC2C(O1)C(C(C(O2)OC3C4COC(=O)C4C(C5=CC6=C(C=C35)OCO6)C7=CC(=C(C(=C7)OC)O)OC)O)O. Drug 2: CN(CCCl)CCCl.Cl. Cell line: UACC62. Synergy scores: CSS=30.3, Synergy_ZIP=-10.1, Synergy_Bliss=-3.44, Synergy_Loewe=-6.20, Synergy_HSA=-3.23. (5) Drug 1: CCN(CC)CCNC(=O)C1=C(NC(=C1C)C=C2C3=C(C=CC(=C3)F)NC2=O)C. Drug 2: C1CC(CCC1OC2=C(C(=CC=C2)Cl)F)(CC3=NC(=CC=C3)NC4=NC=CS4)C(=O)O. Cell line: UACC62. Synergy scores: CSS=45.4, Synergy_ZIP=1.54, Synergy_Bliss=6.01, Synergy_Loewe=4.50, Synergy_HSA=9.93. (6) Drug 1: C1=CC(=CC=C1CC(C(=O)O)N)N(CCCl)CCCl.Cl. Drug 2: COCCOC1=C(C=C2C(=C1)C(=NC=N2)NC3=CC=CC(=C3)C#C)OCCOC.Cl. Cell line: IGROV1. Synergy scores: CSS=36.6, Synergy_ZIP=5.04, Synergy_Bliss=7.54, Synergy_Loewe=11.9, Synergy_HSA=13.7.